This data is from Forward reaction prediction with 1.9M reactions from USPTO patents (1976-2016). The task is: Predict the product of the given reaction. (1) Given the reactants [Cl:1][C:2]1[CH:7]=[CH:6][CH:5]=[CH:4][C:3]=1[N:8]1[C:12]([O:13][C:14]2[C:19]([N+:20]([O-])=O)=[CH:18][CH:17]=[CH:16][N:15]=2)=[CH:11][C:10]([CH3:23])=[N:9]1.[Cl-].[NH4+], predict the reaction product. The product is: [Cl:1][C:2]1[CH:7]=[CH:6][CH:5]=[CH:4][C:3]=1[N:8]1[C:12]([O:13][C:14]2[C:19]([NH2:20])=[CH:18][CH:17]=[CH:16][N:15]=2)=[CH:11][C:10]([CH3:23])=[N:9]1. (2) Given the reactants C(=O)(OC(Cl)(Cl)Cl)[O:2][C:3](Cl)(Cl)[Cl:4].[CH2:13]([O:20][C:21]([NH:23][C@H:24]([C:28]([O:30][CH2:31][CH:32]([CH2:34][O:35][C:36](=[O:54])[CH2:37][CH2:38][CH2:39][CH2:40][CH2:41][CH2:42][CH2:43][CH2:44][CH2:45][CH2:46][CH2:47][CH2:48][CH2:49][CH2:50][CH2:51][CH2:52][CH3:53])[OH:33])=[O:29])[CH:25]([CH3:27])[CH3:26])=[O:22])[C:14]1[CH:19]=[CH:18][CH:17]=[CH:16][CH:15]=1.C(N(CC)CC)C.CCCCCC, predict the reaction product. The product is: [CH2:13]([O:20][C:21]([NH:23][C@H:24]([C:28]([O:30][CH2:31][CH:32]([O:33][C:3]([Cl:4])=[O:2])[CH2:34][O:35][C:36](=[O:54])[CH2:37][CH2:38][CH2:39][CH2:40][CH2:41][CH2:42][CH2:43][CH2:44][CH2:45][CH2:46][CH2:47][CH2:48][CH2:49][CH2:50][CH2:51][CH2:52][CH3:53])=[O:29])[CH:25]([CH3:27])[CH3:26])=[O:22])[C:14]1[CH:15]=[CH:16][CH:17]=[CH:18][CH:19]=1. (3) The product is: [CH3:34][O:33][C:22]1[CH:21]=[C:20]([NH:19][C:8]2[N:7]=[C:6]([C:4](=[O:3])[CH3:5])[CH:11]=[C:10]([CH2:12][O:13][CH2:14][C:15]([F:17])([F:16])[F:18])[N:9]=2)[CH:25]=[CH:24][C:23]=1[C:26]1[CH:31]=[C:30]([CH3:32])[N:29]=[N:28][CH:27]=1. Given the reactants C([O:3][C:4]([C:6]1[CH:11]=[C:10]([CH2:12][O:13][CH2:14][C:15]([F:18])([F:17])[F:16])[N:9]=[C:8]([NH:19][C:20]2[CH:25]=[CH:24][C:23]([C:26]3[CH:31]=[C:30]([CH3:32])[N:29]=[N:28][CH:27]=3)=[C:22]([O:33][CH3:34])[CH:21]=2)[N:7]=1)=[CH2:5])C.O.Cl.C(=O)(O)[O-].[Na+], predict the reaction product. (4) Given the reactants C1(P(C2C=CC=CC=2)C2C=CC=CC=2)C=CC=CC=1.[CH2:20]([O:22][CH:23]([O:26][CH2:27][CH3:28])[CH2:24][CH3:25])[CH3:21].[NH:29]1[CH2:34][CH2:33][CH2:32][CH2:31][CH2:30]1.CN(C=[O:39])C, predict the reaction product. The product is: [CH2:20]([O:22][CH:23]([O:26][CH2:27][CH3:28])[C:24]1[O:39][C:32]2[CH:33]=[CH:34][N:29]=[CH:30][C:31]=2[CH:25]=1)[CH3:21]. (5) Given the reactants [CH3:1][C:2]1[C:10]([C:11](=O)[CH3:12])=[C:5]2[CH:6]=[CH:7][CH:8]=[CH:9][N:4]2[N:3]=1.[CH3:14][Mg]Br, predict the reaction product. The product is: [C:11]([C:10]1[C:2]([CH3:1])=[N:3][N:4]2[CH:9]=[CH:8][CH:7]=[CH:6][C:5]=12)([CH3:12])=[CH2:14]. (6) Given the reactants [Br:1][CH2:2][C:3]1[CH:8]=[CH:7][C:6]([CH2:9][C:10](O)=[O:11])=[CH:5][CH:4]=1.Cl, predict the reaction product. The product is: [Br:1][CH2:2][C:3]1[CH:8]=[CH:7][C:6]([CH2:9][CH2:10][OH:11])=[CH:5][CH:4]=1. (7) The product is: [CH2:8]([N:15]1[C:19]2([CH2:20][CH2:21][NH:22][CH2:23][CH2:24]2)[NH:18][CH:17]([CH2:32][C:33]2[CH:34]=[CH:35][CH:36]=[CH:37][CH:38]=2)[C:16]1=[O:39])[C:9]1[CH:14]=[CH:13][CH:12]=[CH:11][CH:10]=1. Given the reactants FC(F)(F)C(O)=O.[CH2:8]([N:15]1[C:19]2([CH2:24][CH2:23][N:22](C(OC(C)(C)C)=O)[CH2:21][CH2:20]2)[NH:18][CH:17]([CH2:32][C:33]2[CH:38]=[CH:37][CH:36]=[CH:35][CH:34]=2)[C:16]1=[O:39])[C:9]1[CH:14]=[CH:13][CH:12]=[CH:11][CH:10]=1.C([O-])(O)=O.[Na+], predict the reaction product. (8) The product is: [Cl:1][C:2]1[N:3]=[C:4]([N:18]2[CH2:19][CH2:20][O:21][CH2:22][CH2:23]2)[C:5]2[S:10][C:9]([CH2:11][N:12]3[CH2:17][CH2:16][N:15]([S:27]([CH:24]4[CH2:26][CH2:25]4)(=[O:29])=[O:28])[CH2:14][CH2:13]3)=[CH:8][C:6]=2[N:7]=1. Given the reactants [Cl:1][C:2]1[N:3]=[C:4]([N:18]2[CH2:23][CH2:22][O:21][CH2:20][CH2:19]2)[C:5]2[S:10][C:9]([CH2:11][N:12]3[CH2:17][CH2:16][NH:15][CH2:14][CH2:13]3)=[CH:8][C:6]=2[N:7]=1.[CH:24]1([S:27](Cl)(=[O:29])=[O:28])[CH2:26][CH2:25]1.C(N(CC)CC)C, predict the reaction product.